From a dataset of Reaction yield outcomes from USPTO patents with 853,638 reactions. Predict the reaction yield, written as a fraction of the theoretical maximum amount of product (1.0 means a 100% yield; for example, 0.34 means a 34% yield). (1) The reactants are [CH2:1]([C:8]1[O:9][C:10]2[CH:16]=[CH:15][C:14]([CH2:17][OH:18])=[CH:13][C:11]=2[N:12]=1)[C:2]1[CH:7]=[CH:6][CH:5]=[CH:4][CH:3]=1.[CH3:19][S:20](Cl)(=[O:22])=[O:21].C(N(CC)CC)C.[OH-].[Na+]. The catalyst is ClCCl. The product is [CH3:19][S:20]([O:18][CH2:17][C:14]1[CH:15]=[CH:16][C:10]2[O:9][C:8]([CH2:1][C:2]3[CH:3]=[CH:4][CH:5]=[CH:6][CH:7]=3)=[N:12][C:11]=2[CH:13]=1)(=[O:22])=[O:21]. The yield is 0.810. (2) The reactants are [N:1]1[C:9]2[CH:8]=[N:7][CH:6]=[N:5][C:4]=2[N:3]([CH2:10][C@@H:11]2[CH2:15][CH2:14][CH2:13][N:12]2C(OC(C)(C)C)=O)[N:2]=1. The catalyst is C(Cl)Cl.C(O)(C(F)(F)F)=O. The product is [NH:12]1[CH2:13][CH2:14][CH2:15][C@H:11]1[CH2:10][N:3]1[C:4]2[N:5]=[CH:6][N:7]=[CH:8][C:9]=2[N:1]=[N:2]1. The yield is 0.570. (3) The reactants are [NH2:1][C:2]1[CH:7]=[C:6]([O:8][C:9]2[CH:14]=[CH:13][C:12]([NH:15][C:16](=[O:28])[CH2:17][C:18]([NH:20][C:21]3[CH:26]=[CH:25][C:24]([F:27])=[CH:23][CH:22]=3)=[O:19])=[C:11]([F:29])[CH:10]=2)[CH:5]=[CH:4][N:3]=1.[CH2:30]([N:32]([CH2:35]C)[CH2:33]C)C.ClC(OC1C=CC=CC=1)=[O:39].C(OCC)C. The catalyst is O1CCCC1.C(O)C. The product is [CH3:30][N:32]([CH3:35])[C:33](=[O:39])[NH:1][C:2]1[CH:7]=[C:6]([O:8][C:9]2[CH:14]=[CH:13][C:12]([NH:15][C:16](=[O:28])[CH2:17][C:18]([NH:20][C:21]3[CH:26]=[CH:25][C:24]([F:27])=[CH:23][CH:22]=3)=[O:19])=[C:11]([F:29])[CH:10]=2)[CH:5]=[CH:4][N:3]=1. The yield is 0.300. (4) The reactants are [CH3:1][S:2](Cl)(=[O:4])=[O:3].[CH3:6][O:7][C:8](=[O:13])[C@H:9]([OH:12])[CH2:10][CH3:11].C(N(CC)CC)C.CC1CCCCC1.C(OCC)(=O)C. The catalyst is ClCCl.O. The product is [CH3:6][O:7][C:8](=[O:13])[C@H:9]([O:12][S:2]([CH3:1])(=[O:4])=[O:3])[CH2:10][CH3:11]. The yield is 1.00. (5) The reactants are [CH:1]([C:4]1[CH:9]=[CH:8][N:7]=[C:6]([NH:10][C:11]2[CH:16]=[C:15](B3OC(C)(C)C(C)(C)O3)[CH:14]=[C:13]([CH3:26])[CH:12]=2)[N:5]=1)([CH3:3])[CH3:2].Br[C:28]1[S:32][CH:31]=[N:30][CH:29]=1.C(=O)([O-])[O-].[Na+].[Na+]. The catalyst is CC1CCCO1.C1C=CC(P(C2C=CC=CC=2)[C-]2C=CC=C2)=CC=1.C1C=CC(P(C2C=CC=CC=2)[C-]2C=CC=C2)=CC=1.Cl[Pd]Cl.[Fe+2].C(Cl)Cl. The product is [CH:1]([C:4]1[CH:9]=[CH:8][N:7]=[C:6]([NH:10][C:11]2[CH:16]=[C:15]([C:28]3[S:32][CH:31]=[N:30][CH:29]=3)[CH:14]=[C:13]([CH3:26])[CH:12]=2)[N:5]=1)([CH3:3])[CH3:2]. The yield is 0.830.